This data is from Peptide-MHC class I binding affinity with 185,985 pairs from IEDB/IMGT. The task is: Regression. Given a peptide amino acid sequence and an MHC pseudo amino acid sequence, predict their binding affinity value. This is MHC class I binding data. (1) The peptide sequence is GTFLCANEY. The MHC is HLA-A01:01 with pseudo-sequence HLA-A01:01. The binding affinity (normalized) is 0.577. (2) The peptide sequence is TTRAVNMEV. The MHC is HLA-A66:01 with pseudo-sequence HLA-A66:01. The binding affinity (normalized) is 0.213. (3) The peptide sequence is SDMDTATET. The MHC is HLA-A02:01 with pseudo-sequence HLA-A02:01. The binding affinity (normalized) is 0.00269. (4) The peptide sequence is LIKKSDAKR. The MHC is HLA-A11:01 with pseudo-sequence HLA-A11:01. The binding affinity (normalized) is 0.495.